Dataset: Full USPTO retrosynthesis dataset with 1.9M reactions from patents (1976-2016). Task: Predict the reactants needed to synthesize the given product. (1) Given the product [CH3:22][O:23][C:24]1[CH:25]=[CH:26][CH:27]=[C:28]2[C:32]=1[CH:31]([NH:33][C:20]1[O:8][CH2:9][C:10]3[CH:15]=[C:14]([N+:16]([O-:18])=[O:17])[CH:13]=[CH:12][C:11]=3[N:19]=1)[CH2:30][CH2:29]2, predict the reactants needed to synthesize it. The reactants are: C([Si]([O:8][CH2:9][C:10]1[CH:15]=[C:14]([N+:16]([O-:18])=[O:17])[CH:13]=[CH:12][C:11]=1[N:19]=[C:20]=S)(C)C)(C)(C)C.[CH3:22][O:23][C:24]1[CH:25]=[CH:26][CH:27]=[C:28]2[C:32]=1[CH:31]([NH2:33])[CH2:30][CH2:29]2. (2) Given the product [CH2:1]([S@:2]([C:4]([CH3:7])([CH3:6])[CH3:5])=[O:3])[CH:8]([CH3:10])[CH3:9], predict the reactants needed to synthesize it. The reactants are: [CH3:1][S@@:2]([C:4]([CH3:7])([CH3:6])[CH3:5])=[O:3].[C:8]([Mg]Cl)(C)([CH3:10])[CH3:9].C[Mg]Br. (3) Given the product [CH3:13][C:12]([O:15][C:16](=[O:26])[N:17]([CH2:19][CH2:20][CH:21]([O:25][C:4]1[CH:3]=[C:2]([Cl:1])[CH:9]=[CH:8][C:5]=1[C:6]#[N:7])[CH2:22][CH2:23][CH3:24])[CH3:18])([CH3:11])[CH3:14], predict the reactants needed to synthesize it. The reactants are: [Cl:1][C:2]1[CH:9]=[CH:8][C:5]([C:6]#[N:7])=[C:4](F)[CH:3]=1.[CH3:11][C:12]([O:15][C:16](=[O:26])[N:17]([CH2:19][CH2:20][CH:21]([OH:25])[CH2:22][CH2:23][CH3:24])[CH3:18])([CH3:14])[CH3:13]. (4) Given the product [C:9]([C:12]1[C:20]2[C:15](=[CH:16][CH:17]=[CH:18][CH:19]=2)[N:14]([C:29]2[CH:28]=[CH:27][C:24]([C:25]#[N:26])=[CH:23][C:22]=2[Cl:21])[CH:13]=1)(=[O:11])[CH3:10], predict the reactants needed to synthesize it. The reactants are: [H-].[Na+].CCCCCC.[C:9]([C:12]1[C:20]2[C:15](=[CH:16][CH:17]=[CH:18][CH:19]=2)[NH:14][CH:13]=1)(=[O:11])[CH3:10].[Cl:21][C:22]1[CH:23]=[C:24]([CH:27]=[CH:28][C:29]=1F)[C:25]#[N:26]. (5) Given the product [CH3:1][O:2][C:3]1[CH:4]=[C:5]([C:6]([N:12]2[CH2:16][CH2:15][CH2:14][CH2:13]2)=[O:8])[CH:9]=[CH:10][CH:11]=1, predict the reactants needed to synthesize it. The reactants are: [CH3:1][O:2][C:3]1[CH:4]=[C:5]([CH:9]=[CH:10][CH:11]=1)[C:6]([OH:8])=O.[NH:12]1[CH2:16][CH2:15][CH2:14][CH2:13]1.CN(C(ON1N=NC2C=CC=NC1=2)=[N+](C)C)C.F[P-](F)(F)(F)(F)F.CCN(C(C)C)C(C)C. (6) Given the product [CH3:1][O:2][C:3]1[CH:4]=[C:5]([S:9]([N:13]2[CH2:18][CH2:17][O:16][CH2:15][CH2:14]2)(=[O:11])=[O:10])[CH:6]=[CH:7][CH:8]=1, predict the reactants needed to synthesize it. The reactants are: [CH3:1][O:2][C:3]1[CH:4]=[C:5]([S:9](Cl)(=[O:11])=[O:10])[CH:6]=[CH:7][CH:8]=1.[NH:13]1[CH2:18][CH2:17][O:16][CH2:15][CH2:14]1. (7) Given the product [NH2:15][C:8]1[CH:7]=[CH:6][C:5]2=[N:1][O:2][N:3]=[C:4]2[CH:9]=1, predict the reactants needed to synthesize it. The reactants are: [N:1]1[O:2][N:3]=[C:4]2[CH:9]=[C:8](C(O)=O)[CH:7]=[CH:6][C:5]=12.C([N:15](CC)CC)C.C1C=CC(P(N=[N+]=[N-])(C2C=CC=CC=2)=O)=CC=1.C([O-])([O-])=O.[Na+].[Na+]. (8) Given the product [C@H:3]1([CH2:2][NH:1][C:19](=[O:20])[O:21][CH2:22][CH3:23])[CH2:4][CH2:5][C@H:6]([CH2:9][NH:10][C:11](=[O:17])[O:12][C:13]([CH3:14])([CH3:16])[CH3:15])[CH2:7][CH2:8]1, predict the reactants needed to synthesize it. The reactants are: [NH2:1][CH2:2][C@H:3]1[CH2:8][CH2:7][C@H:6]([CH2:9][NH:10][C:11](=[O:17])[O:12][C:13]([CH3:16])([CH3:15])[CH3:14])[CH2:5][CH2:4]1.Cl[C:19]([O:21][CH2:22][CH3:23])=[O:20].